This data is from Reaction yield outcomes from USPTO patents with 853,638 reactions. The task is: Predict the reaction yield, written as a fraction of the theoretical maximum amount of product (1.0 means a 100% yield; for example, 0.34 means a 34% yield). The reactants are [O:1]1[C:5]2[CH:6]=[CH:7][C:8]([C:10]3[CH:15]=[CH:14][C:13]([N:16]4[C:20]([CH2:21][C@@H:22]5[CH2:26][CH2:25][N:24]([C:27]([CH:29]6[CH2:31][CH2:30]6)=[O:28])[CH2:23]5)=[N:19][NH:18][C:17]4=[O:32])=[CH:12][CH:11]=3)=[CH:9][C:4]=2[CH:3]=[CH:2]1.C(=O)([O-])[O-].[K+].[K+].I[CH:40]([CH3:42])[CH3:41].ClCCl. The catalyst is CN(C)C=O.O. The product is [O:1]1[C:5]2[CH:6]=[CH:7][C:8]([C:10]3[CH:11]=[CH:12][C:13]([N:16]4[C:20]([CH2:21][C@@H:22]5[CH2:26][CH2:25][N:24]([C:27]([CH:29]6[CH2:30][CH2:31]6)=[O:28])[CH2:23]5)=[N:19][N:18]([CH:40]([CH3:42])[CH3:41])[C:17]4=[O:32])=[CH:14][CH:15]=3)=[CH:9][C:4]=2[CH:3]=[CH:2]1. The yield is 0.270.